From a dataset of Catalyst prediction with 721,799 reactions and 888 catalyst types from USPTO. Predict which catalyst facilitates the given reaction. (1) Reactant: [Zn:1]([O:6][C:7]([CH3:9])=[O:8])[O:2][C:3]([CH3:5])=[O:4].O.O.O. Product: [Zn:1]([O:6][C:7]([CH3:9])=[O:8])[O:2][C:3]([CH3:5])=[O:4]. The catalyst class is: 5. (2) The catalyst class is: 123. Product: [NH2:22][C:19]1[CH:20]=[CH:21][C:16]([N:12]2[CH2:13][CH2:14][CH2:15][CH:10]([N:2]([CH3:1])[C:3](=[O:9])[O:4][C:5]([CH3:6])([CH3:7])[CH3:8])[CH2:11]2)=[N:17][CH:18]=1. Reactant: [CH3:1][N:2]([CH:10]1[CH2:15][CH2:14][CH2:13][N:12]([C:16]2[CH:21]=[CH:20][C:19]([N+:22]([O-])=O)=[CH:18][N:17]=2)[CH2:11]1)[C:3](=[O:9])[O:4][C:5]([CH3:8])([CH3:7])[CH3:6].[H][H]. (3) Reactant: C(N(CC)CC)C.[CH:8]([C:10]1[C:18]2[C:13](=[CH:14][CH:15]=[CH:16][CH:17]=2)[N:12](C(OC(C)(C)C)=O)[CH:11]=1)=[O:9].[CH3:26][O:27][C:28]1[CH:33]=[C:32]([N:34]=[CH:35][C:36]2[N:37]=[CH:38][S:39][CH:40]=2)[CH:31]=[CH:30][N:29]=1. Product: [NH:12]1[C:13]2[C:18](=[CH:17][CH:16]=[CH:15][CH:14]=2)[C:10]([C:8](=[O:9])[CH:35]([NH:34][C:32]2[CH:31]=[CH:30][N:29]=[C:28]([O:27][CH3:26])[CH:33]=2)[C:36]2[N:37]=[CH:38][S:39][CH:40]=2)=[CH:11]1. The catalyst class is: 433. (4) Product: [CH3:24][N:25]([CH3:46])[C@@H:26]1[CH2:31][CH2:30][CH2:29][N:28]([CH2:32][C:33]2[CH:41]=[CH:40][C:36]([C:37]([NH:1][C@H:2]3[C@H:7]4[C@@H:3]3[O:4][C:5]3[CH:11]=[CH:10][C:9]([O:12][C:13]5[C:14]6[CH2:15][CH2:16][C:17](=[O:23])[NH:18][C:19]=6[N:20]=[CH:21][CH:22]=5)=[CH:8][C:6]=34)=[O:38])=[CH:35][C:34]=2[C:42]([F:45])([F:43])[F:44])[CH2:27]1. Reactant: [NH2:1][C@H:2]1[C@H:7]2[C@@H:3]1[O:4][C:5]1[CH:11]=[CH:10][C:9]([O:12][C:13]3[CH:22]=[CH:21][N:20]=[C:19]4[C:14]=3[CH2:15][CH2:16][C:17](=[O:23])[NH:18]4)=[CH:8][C:6]=12.[CH3:24][N:25]([CH3:46])[C@@H:26]1[CH2:31][CH2:30][CH2:29][N:28]([CH2:32][C:33]2[CH:41]=[CH:40][C:36]([C:37](O)=[O:38])=[CH:35][C:34]=2[C:42]([F:45])([F:44])[F:43])[CH2:27]1.CCN(C(C)C)C(C)C.CN(C(ON1N=NC2C=CC=NC1=2)=[N+](C)C)C.F[P-](F)(F)(F)(F)F. The catalyst class is: 18. (5) Reactant: O[CH2:2][C:3]1[CH:16]=[N:15][C:6]2[C:7]3[N:8]([CH:12]=[CH:13][CH:14]=3)[C:9](=[O:11])[NH:10][C:5]=2[CH:4]=1.[Cl:17][C:18]1[CH:19]=[C:20]([CH:25]=[CH:26][C:27]=1[N:28]1[CH2:33][CH2:32][NH:31][CH2:30][CH2:29]1)[C:21]([NH:23][CH3:24])=[O:22].[I-].C(C[P+](C)(C)C)#N.C(N(C(C)C)C(C)C)C. Product: [Cl:17][C:18]1[CH:19]=[C:20]([CH:25]=[CH:26][C:27]=1[N:28]1[CH2:29][CH2:30][N:31]([CH2:2][C:3]2[CH:16]=[N:15][C:6]3[C:7]4[N:8]([CH:12]=[CH:13][CH:14]=4)[C:9](=[O:11])[NH:10][C:5]=3[CH:4]=2)[CH2:32][CH2:33]1)[C:21]([NH:23][CH3:24])=[O:22]. The catalyst class is: 397. (6) Reactant: [CH3:1][CH:2]1[CH:7]=[CH:6][CH2:5][C:4]([CH3:9])([CH3:8])[CH:3]1[C:10](=O)[CH3:11].[C:13](O)(=O)C.[CH:17]([NH2:19])=[NH:18]. Product: [CH3:1][CH:2]1[CH:7]=[CH:6][CH2:5][C:4]([CH3:9])([CH3:8])[CH:3]1[C:10]1[CH:11]=[CH:13][N:19]=[CH:17][N:18]=1. The catalyst class is: 51.